This data is from Reaction yield outcomes from USPTO patents with 853,638 reactions. The task is: Predict the reaction yield, written as a fraction of the theoretical maximum amount of product (1.0 means a 100% yield; for example, 0.34 means a 34% yield). (1) The reactants are [NH2:1][C:2]1[CH:3]=[N:4][N:5]([CH3:21])[C:6]=1[N:7]1[CH2:12][CH:11]2[CH:9]([CH:10]2[NH:13]C(=O)OC(C)(C)C)[CH2:8]1.[NH2:22][C:23]1[C:24]([C:30]([OH:32])=O)=[N:25][C:26](Br)=[CH:27][CH:28]=1.[F:33][C:34]1[CH:39]=[CH:38][CH:37]=[CH:36][C:35]=1B(O)O. No catalyst specified. The product is [NH2:22][C:23]1[C:24]([C:30]([NH:1][C:2]2[CH:3]=[N:4][N:5]([CH3:21])[C:6]=2[N:7]2[CH2:8][CH:9]3[CH:11]([CH:10]3[NH2:13])[CH2:12]2)=[O:32])=[N:25][C:26]([C:35]2[CH:36]=[CH:37][CH:38]=[CH:39][C:34]=2[F:33])=[CH:27][CH:28]=1. The yield is 0.350. (2) The reactants are CN(C)C=O.CC(C)([O-])C.[Na+].[CH3:12][CH2:13][O:14][C:15]([CH:17](P(OCC)(OCC)=O)[CH3:18])=[O:16].[CH3:27][C:28]1[CH:35]=[CH:34][C:31]([CH:32]=O)=[CH:30][CH:29]=1. The catalyst is O. The product is [CH3:18][C:17](=[CH:32][C:31]1[CH:34]=[CH:35][C:28]([CH3:27])=[CH:29][CH:30]=1)[C:15]([O:14][CH2:13][CH3:12])=[O:16]. The yield is 0.988. (3) The reactants are Cl[CH2:2][CH2:3][CH2:4][S:5]([N:8]1[CH2:13][CH2:12][CH2:11][CH2:10][CH:9]1[C:14]([O:16][CH2:17][CH3:18])=[O:15])(=[O:7])=[O:6].[OH:19][C:20]1[CH:21]=[C:22]([CH:25]=[CH:26][CH:27]=1)[C:23]#[N:24].C(=O)([O-])[O-].[K+].[K+].[I-].[Na+]. The catalyst is CN(C=O)C.C(OCC)(=O)C. The product is [C:23]([C:22]1[CH:21]=[C:20]([O:19][CH2:2][CH2:3][CH2:4][S:5]([N:8]2[CH2:13][CH2:12][CH2:11][CH2:10][CH:9]2[C:14]([O:16][CH2:17][CH3:18])=[O:15])(=[O:7])=[O:6])[CH:27]=[CH:26][CH:25]=1)#[N:24]. The yield is 0.520.